From a dataset of Full USPTO retrosynthesis dataset with 1.9M reactions from patents (1976-2016). Predict the reactants needed to synthesize the given product. (1) The reactants are: [Li][CH2:2]CCC.[F:6][C:7]([F:17])([F:16])[C:8]1[CH:9]=[C:10]([CH:13]=[CH:14][CH:15]=1)[CH:11]=O. Given the product [F:6][C:7]([F:17])([F:16])[C:8]1[CH:15]=[CH:14][CH:13]=[C:10]([CH:11]=[CH2:2])[CH:9]=1, predict the reactants needed to synthesize it. (2) Given the product [O:11]=[C:1]1[C:2]2[C:3](=[CH:7][CH:8]=[CH:9][CH:10]=2)[C:4](=[O:6])[N:12]1[C@H:13]([C:18]1[CH:19]=[CH:20][C:21]([F:24])=[CH:22][CH:23]=1)[CH2:14][C:15]([OH:17])=[O:16], predict the reactants needed to synthesize it. The reactants are: [C:1]1(=[O:11])[O:6][C:4](=O)[C:3]2=[CH:7][CH:8]=[CH:9][CH:10]=[C:2]12.[NH2:12][C@H:13]([C:18]1[CH:23]=[CH:22][C:21]([F:24])=[CH:20][CH:19]=1)[CH2:14][C:15]([OH:17])=[O:16].O. (3) Given the product [ClH:21].[NH2:13][C:2]([CH3:3])([CH3:1])[CH2:4][C:5]([N:7]1[CH2:12][CH2:11][O:10][CH2:9][CH2:8]1)=[O:6], predict the reactants needed to synthesize it. The reactants are: [CH3:1][C:2]([NH:13]C(=O)OC(C)(C)C)([CH2:4][C:5]([N:7]1[CH2:12][CH2:11][O:10][CH2:9][CH2:8]1)=[O:6])[CH3:3].[ClH:21]. (4) Given the product [CH3:22][O:23][C:24]([C:26]1[CH:31]=[C:30]([C:3]2[CH:12]=[C:11]3[C:6]([CH:7]=[CH:8][CH:9]=[C:10]3[N:13]3[CH2:18][CH2:17][N:16]([CH3:19])[CH2:15][CH2:14]3)=[CH:5][CH:4]=2)[CH:29]=[CH:28][CH:27]=1)=[O:25], predict the reactants needed to synthesize it. The reactants are: C[Sn](C)(C)[C:3]1[CH:12]=[C:11]2[C:6]([CH:7]=[CH:8][CH:9]=[C:10]2[N:13]2[CH2:18][CH2:17][N:16]([CH3:19])[CH2:15][CH2:14]2)=[CH:5][CH:4]=1.[CH3:22][O:23][C:24]([C:26]1[CH:27]=[C:28](Br)[CH:29]=[CH:30][CH:31]=1)=[O:25].C(N(CC)CC)C.[Cl-].[Li+].Cl. (5) Given the product [CH:5]1([C:8]2[CH:13]=[C:12]([CH2:14][N:15]3[CH2:20][CH2:19][CH:18]([N:21]4[CH2:30][CH2:29][C:28]5[N:27]=[C:26]([CH2:31][CH2:32][CH3:33])[C:25]([C:34]([OH:36])=[O:35])=[CH:24][C:23]=5[C:22]4=[O:38])[CH2:17][CH2:16]3)[C:11]([O:39][CH2:40][CH3:41])=[CH:10][C:9]=2[C:42]2[CH:47]=[CH:46][CH:45]=[CH:44][CH:43]=2)[CH2:6][CH2:7]1, predict the reactants needed to synthesize it. The reactants are: [OH-].[Na+].CO.[CH:5]1([C:8]2[CH:13]=[C:12]([CH2:14][N:15]3[CH2:20][CH2:19][CH:18]([N:21]4[CH2:30][CH2:29][C:28]5[N:27]=[C:26]([CH2:31][CH2:32][CH3:33])[C:25]([C:34]([O:36]C)=[O:35])=[CH:24][C:23]=5[C:22]4=[O:38])[CH2:17][CH2:16]3)[C:11]([O:39][CH2:40][CH3:41])=[CH:10][C:9]=2[C:42]2[CH:47]=[CH:46][CH:45]=[CH:44][CH:43]=2)[CH2:7][CH2:6]1.Cl. (6) Given the product [CH3:22][C:21]1[C:16]([N:13]2[CH2:14][CH2:15][N:10]([C:8]([C:5]3[CH:6]=[CH:7][C:2]([N:30]4[CH:26]([CH2:24][CH3:25])[C:27](=[O:33])[N:28]([CH3:32])[C:29]4=[O:31])=[CH:3][CH:4]=3)=[O:9])[CH2:11][CH2:12]2)=[N:17][CH:18]=[C:19]([CH3:23])[CH:20]=1, predict the reactants needed to synthesize it. The reactants are: Br[C:2]1[CH:7]=[CH:6][C:5]([C:8]([N:10]2[CH2:15][CH2:14][N:13]([C:16]3[C:21]([CH3:22])=[CH:20][C:19]([CH3:23])=[CH:18][N:17]=3)[CH2:12][CH2:11]2)=[O:9])=[CH:4][CH:3]=1.[CH2:24]([CH:26]1[NH:30][C:29](=[O:31])[N:28]([CH3:32])[C:27]1=[O:33])[CH3:25]. (7) Given the product [Cl:1][C:2]1[S:6][CH:5]=[C:4]([C:7]2[N:8]=[C:9]([NH2:12])[S:10][C:11]=2[CH2:25][N:21]2[CH2:22][CH2:23][CH2:24][C@H:20]2[CH3:19])[CH:3]=1, predict the reactants needed to synthesize it. The reactants are: [Cl:1][C:2]1[S:6][CH:5]=[C:4]([C:7]2[N:8]=[C:9]([NH:12]C(=O)C(F)(F)F)[S:10][CH:11]=2)[CH:3]=1.[CH3:19][C@@H:20]1[CH2:24][CH2:23][CH2:22][NH:21]1.[CH2:25]=O. (8) Given the product [CH3:27][O:26][CH2:25][C:17]1[N:18]=[C:19]([NH:21][C:22](=[O:24])[CH3:23])[S:20][C:16]=1[C:14]1[S:6][C:7]2[CH:8]=[N:9][CH:10]=[CH:11][C:12]=2[N:13]=1, predict the reactants needed to synthesize it. The reactants are: C(N(CC)C([S:6][C:7]1[CH:8]=[N:9][CH:10]=[CH:11][C:12]=1[NH:13][C:14]([C:16]1[S:20][C:19]([NH:21][C:22](=[O:24])[CH3:23])=[N:18][C:17]=1[CH2:25][O:26][CH3:27])=O)=S)C.C(O)=O.Cl.CO. (9) Given the product [C:1]([C:3]1([C:6]2[CH:7]=[C:8]([CH:12]=[CH:13][CH:14]=2)[C:9]([Cl:18])=[O:10])[CH2:5][CH2:4]1)#[N:2], predict the reactants needed to synthesize it. The reactants are: [C:1]([C:3]1([C:6]2[CH:7]=[C:8]([CH:12]=[CH:13][CH:14]=2)[C:9](O)=[O:10])[CH2:5][CH2:4]1)#[N:2].C(Cl)(=O)C([Cl:18])=O.